This data is from Reaction yield outcomes from USPTO patents with 853,638 reactions. The task is: Predict the reaction yield, written as a fraction of the theoretical maximum amount of product (1.0 means a 100% yield; for example, 0.34 means a 34% yield). (1) The reactants are [CH3:1][O:2][C:3](=[O:6])[CH:4]=[CH2:5].CN(C1CCCCC1)C1CCCCC1.I[C:22]1[CH:27]=[CH:26][C:25]([O:28][C:29](=[O:38])[N:30]([CH3:37])[C:31]2[CH:36]=[CH:35][CH:34]=[CH:33][CH:32]=2)=[CH:24][CH:23]=1. The catalyst is C1C=CC(/C=C/C(/C=C/C2C=CC=CC=2)=O)=CC=1.C1C=CC(/C=C/C(/C=C/C2C=CC=CC=2)=O)=CC=1.C1C=CC(/C=C/C(/C=C/C2C=CC=CC=2)=O)=CC=1.[Pd].[Pd].CC(C)([P](C(C)(C)C)([Pd][P](C(C)(C)C)(C(C)(C)C)C(C)(C)C)C(C)(C)C)C. The product is [CH3:1][O:2][C:3](=[O:6])[CH:4]=[CH:5][C:22]1[CH:23]=[CH:24][C:25]([O:28][C:29](=[O:38])[N:30]([CH3:37])[C:31]2[CH:36]=[CH:35][CH:34]=[CH:33][CH:32]=2)=[CH:26][CH:27]=1. The yield is 0.700. (2) The yield is 0.900. The reactants are [OH:1][C:2]1([C:9]2[S:10][CH:11]=[CH:12][N:13]=2)[CH2:7][CH2:6][C:5](=O)[CH2:4][CH2:3]1.[O:14]=[C:15]([NH:30][CH2:31][C:32](=O)[NH:33][C@@H:34]1[CH2:38]CNC1)[CH2:16][NH:17][C:18](=[O:29])[C:19]1[CH:24]=[CH:23][CH:22]=[C:21]([C:25]([F:28])([F:27])[F:26])[CH:20]=1.[BH-](OC(C)=O)(OC(C)=O)OC(C)=O.[Na+]. The catalyst is CC(O)=O.C(Cl)Cl.CCOC(C)=O. The product is [OH:1][C:2]1([C:9]2[S:10][CH:11]=[CH:12][N:13]=2)[CH2:7][CH2:6][CH:5]([N:33]2[CH2:34][CH2:38][C@@H:31]([NH:30][C:15](=[O:14])[CH2:16][NH:17][C:18](=[O:29])[C:19]3[CH:24]=[CH:23][CH:22]=[C:21]([C:25]([F:28])([F:27])[F:26])[CH:20]=3)[CH2:32]2)[CH2:4][CH2:3]1. (3) The reactants are [NH2:1][C:2]1[N:3]=[C:4]([CH3:21])[C:5]2[C:11](=S)[NH:10][C@@H:9]([C:13]3[CH:18]=[CH:17][C:16]([F:19])=[CH:15][C:14]=3[Br:20])[CH2:8][C:6]=2[N:7]=1.[Si:22]([O:29][NH2:30])([C:25]([CH3:28])([CH3:27])[CH3:26])([CH3:24])[CH3:23]. The catalyst is C1(C)C=CC=CC=1. The product is [Si:22]([O:29]/[N:30]=[C:11]1\[NH:10][C@@H:9]([C:13]2[CH:18]=[CH:17][C:16]([F:19])=[CH:15][C:14]=2[Br:20])[CH2:8][C:6]2[N:7]=[C:2]([NH2:1])[N:3]=[C:4]([CH3:21])[C:5]\1=2)([C:25]([CH3:28])([CH3:27])[CH3:26])([CH3:24])[CH3:23]. The yield is 0.800. (4) The reactants are C[O:2][C:3]1[CH:4]=[CH:5][C:6]2[S:10][C:9]([C:11]([O:13][CH2:14][CH3:15])=[O:12])=[CH:8][C:7]=2[CH:16]=1.C(Cl)Cl.B(Br)(Br)Br. The catalyst is C(Cl)Cl. The product is [OH:2][C:3]1[CH:4]=[CH:5][C:6]2[S:10][C:9]([C:11]([O:13][CH2:14][CH3:15])=[O:12])=[CH:8][C:7]=2[CH:16]=1. The yield is 0.920. (5) The reactants are CN(C(ON1N=NC2C=CC=NC1=2)=[N+](C)C)C.F[P-](F)(F)(F)(F)F.[NH2:25][C:26]1[C:27]([C:36]([OH:38])=O)=[CH:28][C:29]2[C:34]([CH:35]=1)=[CH:33][CH:32]=[CH:31][CH:30]=2.[NH2:39][C@@H:40]([C@H:48]1[CH2:53][CH2:52][CH2:51][C:50](=[O:54])[CH2:49]1)[C:41]([O:43][C:44]([CH3:47])([CH3:46])[CH3:45])=[O:42].C(N(CC)C(C)C)(C)C.C([O-])(O)=O.[Na+]. The catalyst is CN(C=O)C.C(OCC)(=O)C. The product is [NH2:25][C:26]1[C:27]([C:36]([NH:39][C@@H:40]([C@H:48]2[CH2:53][CH2:52][CH2:51][C:50](=[O:54])[CH2:49]2)[C:41]([O:43][C:44]([CH3:47])([CH3:46])[CH3:45])=[O:42])=[O:38])=[CH:28][C:29]2[C:34]([CH:35]=1)=[CH:33][CH:32]=[CH:31][CH:30]=2. The yield is 0.350. (6) The reactants are [Cl:1][C:2]1[N:7]=[C:6](Cl)[CH:5]=[CH:4][N:3]=1.[CH3:9][C@@H:10]1[N:15]([S:16]([C:19]2[CH:24]=[CH:23][CH:22]=[C:21](B3OC(C)(C)C(C)(C)O3)[CH:20]=2)(=[O:18])=[O:17])[CH2:14][CH2:13][N:12]([C:34]([O:36][C:37]([CH3:40])([CH3:39])[CH3:38])=[O:35])[CH2:11]1. No catalyst specified. The product is [Cl:1][C:2]1[N:7]=[C:6]([C:23]2[CH:24]=[C:19]([S:16]([N:15]3[CH2:14][CH2:13][N:12]([C:34]([O:36][C:37]([CH3:40])([CH3:39])[CH3:38])=[O:35])[CH2:11][C@@H:10]3[CH3:9])(=[O:18])=[O:17])[CH:20]=[CH:21][CH:22]=2)[CH:5]=[CH:4][N:3]=1. The yield is 0.900.